Predict the reactants needed to synthesize the given product. From a dataset of Full USPTO retrosynthesis dataset with 1.9M reactions from patents (1976-2016). (1) Given the product [Cl:1][C:2]1[C:3]([NH:18][C:19](=[O:27])[CH2:20][CH:21]2[CH2:22][CH2:23][CH2:24][CH2:25][CH2:26]2)=[C:4]2[C:9](=[CH:10][CH:11]=1)[N:8]=[C:7]([N:12]1[CH2:16][CH2:15][C@H:14]([O:17][S:29]([CH3:28])(=[O:31])=[O:30])[CH2:13]1)[CH:6]=[CH:5]2, predict the reactants needed to synthesize it. The reactants are: [Cl:1][C:2]1[C:3]([NH:18][C:19](=[O:27])[CH2:20][CH:21]2[CH2:26][CH2:25][CH2:24][CH2:23][CH2:22]2)=[C:4]2[C:9](=[CH:10][CH:11]=1)[N:8]=[C:7]([N:12]1[CH2:16][CH2:15][C@H:14]([OH:17])[CH2:13]1)[CH:6]=[CH:5]2.[CH3:28][S:29](Cl)(=[O:31])=[O:30].C(N(CC)CC)C. (2) Given the product [OH:30][C:31]1([C:6]2[N:7]=[CH:8][N:9]([C:11]([C:12]3[CH:17]=[CH:16][CH:15]=[CH:14][CH:13]=3)([C:24]3[CH:25]=[CH:26][CH:27]=[CH:28][CH:29]=3)[C:18]3[CH:19]=[CH:20][CH:21]=[CH:22][CH:23]=3)[CH:10]=2)[CH2:40][CH2:39][CH2:38][C:37]2[CH:36]=[C:35]([C:41]#[N:42])[CH:34]=[CH:33][C:32]1=2, predict the reactants needed to synthesize it. The reactants are: C([Mg]Cl)C.I[C:6]1[N:7]=[CH:8][N:9]([C:11]([C:24]2[CH:29]=[CH:28][CH:27]=[CH:26][CH:25]=2)([C:18]2[CH:23]=[CH:22][CH:21]=[CH:20][CH:19]=2)[C:12]2[CH:17]=[CH:16][CH:15]=[CH:14][CH:13]=2)[CH:10]=1.[O:30]=[C:31]1[CH2:40][CH2:39][CH2:38][C:37]2[CH:36]=[C:35]([C:41]#[N:42])[CH:34]=[CH:33][C:32]1=2. (3) The reactants are: Br[C:2]1[CH:7]=[C:6]([CH2:8][O:9][Si:10]([C:23]([CH3:26])([CH3:25])[CH3:24])([C:17]2[CH:22]=[CH:21][CH:20]=[CH:19][CH:18]=2)[C:11]2[CH:16]=[CH:15][CH:14]=[CH:13][CH:12]=2)[CH:5]=[CH:4][N:3]=1.CCCCCC.C([Li])CCC.CN(C)[CH:40]=[O:41].O. Given the product [Si:10]([O:9][CH2:8][C:6]1[CH:5]=[CH:4][N:3]=[C:2]([CH:40]=[O:41])[CH:7]=1)([C:23]([CH3:26])([CH3:25])[CH3:24])([C:17]1[CH:22]=[CH:21][CH:20]=[CH:19][CH:18]=1)[C:11]1[CH:16]=[CH:15][CH:14]=[CH:13][CH:12]=1, predict the reactants needed to synthesize it.